From a dataset of Catalyst prediction with 721,799 reactions and 888 catalyst types from USPTO. Predict which catalyst facilitates the given reaction. (1) Reactant: [F:1][C:2]1[CH:7]=[CH:6][C:5]([S:8]([N:11]2[C:20]3[C:15](=[CH:16][C:17]([C:21]([OH:30])([C:26]([F:29])([F:28])[F:27])[C:22]([F:25])([F:24])[F:23])=[CH:18][CH:19]=3)[CH2:14][CH2:13][C@H:12]2[CH2:31][C:32](O)=[O:33])(=[O:10])=[O:9])=[CH:4][CH:3]=1.CCN(C(C)C)C(C)C.F[P-](F)(F)(F)(F)F.N1(O[P+](N(C)C)(N(C)C)N(C)C)C2C=CC=CC=2N=N1.[OH:71][C:72]([CH3:78])([CH3:77])[C:73]([NH:75][NH2:76])=[O:74]. Product: [F:1][C:2]1[CH:3]=[CH:4][C:5]([S:8]([N:11]2[C:20]3[C:15](=[CH:16][C:17]([C:21]([OH:30])([C:22]([F:25])([F:24])[F:23])[C:26]([F:28])([F:29])[F:27])=[CH:18][CH:19]=3)[CH2:14][CH2:13][C@H:12]2[CH2:31][C:32]([NH:76][NH:75][C:73](=[O:74])[C:72]([OH:71])([CH3:78])[CH3:77])=[O:33])(=[O:9])=[O:10])=[CH:6][CH:7]=1. The catalyst class is: 3. (2) Reactant: [C:1]([CH2:3][NH:4][C:5]([C:7]1[CH:12]=[CH:11][C:10](B(O)O)=[CH:9][CH:8]=1)=[O:6])#[N:2].[Br:16][C:17]1[C:18](I)=[N:19][C:20]([I:23])=[N:21][CH:22]=1.C(=O)([O-])[O-].[K+].[K+]. Product: [Br:16][C:17]1[C:18]([C:10]2[CH:11]=[CH:12][C:7]([C:5]([NH:4][CH2:3][C:1]#[N:2])=[O:6])=[CH:8][CH:9]=2)=[N:19][C:20]([I:23])=[N:21][CH:22]=1. The catalyst class is: 38. (3) Reactant: [CH2:1]([Li])[CH2:2][CH2:3][CH3:4].[CH2:6]([O:8][C:9]([C:11]1[CH:16]=[CH:15][CH:14]=[CH:13][C:12]=1[C:17]#[C:18][C:19]1[CH:24]=[CH:23][CH:22]=[CH:21][C:20]=1[C:25]([O:27][CH2:28][CH3:29])=[O:26])=[O:10])[CH3:7].Cl. Product: [CH2:28]([O:27][C:25]([C:20]1[CH:21]=[CH:22][CH:23]=[CH:24][C:19]=1[C:18]1[C:17]([C:12]2[CH:13]=[CH:14][CH:15]=[CH:16][C:11]=2[C:9]([O:8][CH2:6][CH3:7])=[O:10])=[C:4]([CH2:25][CH2:20][CH3:21])[C:3]2[CH2:13][C:12]3[C:2](=[C:3]([CH2:17][CH2:18][CH3:19])[C:4]4[C:9]([C:11]=3[CH2:16][CH2:15][CH3:14])=[CH:4][CH:3]=[CH:2][CH:1]=4)[CH2:1][C:2]=2[C:1]=1[CH2:22][CH2:23][CH3:24])=[O:26])[CH3:29]. The catalyst class is: 1. (4) Reactant: [CH3:1][CH:2]([C@H:4]([CH2:20][C@H:21]([NH2:39])[C@@H:22]([OH:38])[CH2:23][C@H:24]([C:28]([NH:30][CH2:31][C:32]([C:35]([NH2:37])=[O:36])([CH3:34])[CH3:33])=[O:29])[CH:25]([CH3:27])[CH3:26])[CH2:5][C:6]1[CH:7]=[CH:8][C:9]([O:18][CH3:19])=[C:10]([O:12][CH2:13][CH2:14][CH2:15][O:16][CH3:17])[CH:11]=1)[CH3:3].[C:40]([O-:48])(=[O:47])C1C=CC=CC=1.[Na+].[CH2:50]([OH:54])[CH:51](O)[CH3:52]. Product: [CH3:3][CH:2]([C@H:4]([CH2:20][C@H:21]([NH2:39])[C@@H:22]([OH:38])[CH2:23][C@H:24]([C:28]([NH:30][CH2:31][C:32]([C:35]([NH2:37])=[O:36])([CH3:33])[CH3:34])=[O:29])[CH:25]([CH3:26])[CH3:27])[CH2:5][C:6]1[CH:7]=[CH:8][C:9]([O:18][CH3:19])=[C:10]([O:12][CH2:13][CH2:14][CH2:15][O:16][CH3:17])[CH:11]=1)[CH3:1].[CH3:3][CH:2]([C@H:4]([CH2:20][C@H:21]([NH2:39])[C@@H:22]([OH:38])[CH2:23][C@H:24]([C:28]([NH:30][CH2:31][C:32]([C:35]([NH2:37])=[O:36])([CH3:33])[CH3:34])=[O:29])[CH:25]([CH3:26])[CH3:27])[CH2:5][C:6]1[CH:7]=[CH:8][C:9]([O:18][CH3:19])=[C:10]([O:12][CH2:13][CH2:14][CH2:15][O:16][CH3:17])[CH:11]=1)[CH3:1].[CH:52](/[C:40]([OH:48])=[O:47])=[CH:51]\[C:50]([OH:54])=[O:12]. The catalyst class is: 6.